Predict the reactants needed to synthesize the given product. From a dataset of Full USPTO retrosynthesis dataset with 1.9M reactions from patents (1976-2016). (1) Given the product [Br:12][C:3]1[C:4]([C:7]2[S:8][CH:9]=[CH:10][CH:11]=2)=[N:5][NH:6][C:2]=1[NH2:1], predict the reactants needed to synthesize it. The reactants are: [NH2:1][C:2]1[NH:6][N:5]=[C:4]([C:7]2[S:8][CH:9]=[CH:10][CH:11]=2)[CH:3]=1.[Br:12]N1C(=O)CCC1=O. (2) Given the product [CH2:26]([N:28]1[CH2:32][CH2:31][C@@H:30]([CH2:33][NH:34][C:2]2[CH:7]=[CH:6][CH:5]=[CH:4][C:3]=2[S:8]([NH:11][C:12]2[C:21]([C:22]([OH:24])=[O:23])=[C:20]3[C:15]([CH:16]4[CH2:25][CH:17]4[CH2:18][O:19]3)=[CH:14][CH:13]=2)(=[O:10])=[O:9])[CH2:29]1)[CH3:27], predict the reactants needed to synthesize it. The reactants are: F[C:2]1[CH:7]=[CH:6][CH:5]=[CH:4][C:3]=1[S:8]([NH:11][C:12]1[C:21]([C:22]([OH:24])=[O:23])=[C:20]2[C:15]([CH:16]3[CH2:25][CH:17]3[CH2:18][O:19]2)=[CH:14][CH:13]=1)(=[O:10])=[O:9].[CH2:26]([N:28]1[CH2:32][CH2:31][C@@H:30]([CH2:33][NH2:34])[CH2:29]1)[CH3:27]. (3) Given the product [N+:1]([C:4]1[CH:8]=[CH:7][N:6]([CH2:9][C@H:10]([OH:11])[CH2:12][OH:13])[N:5]=1)([O-:3])=[O:2], predict the reactants needed to synthesize it. The reactants are: [N+:1]([C:4]1[CH:8]=[CH:7][NH:6][N:5]=1)([O-:3])=[O:2].[CH2:9]1[O:11][C@@H:10]1[CH2:12][OH:13].C(=O)([O-])[O-].[K+].[K+]. (4) Given the product [CH2:25]([O:1][C:2]1[C:3](=[O:17])[N:4]([CH2:9][CH:10]([CH3:11])[CH3:5])[C:5]2[C:10]([C:11]=1[C:12]([O:14][CH2:15][CH3:16])=[O:13])=[CH:9][CH:8]=[CH:7][CH:6]=2)[CH:26]([CH3:28])[CH3:27], predict the reactants needed to synthesize it. The reactants are: [OH:1][C:2]1[C:3](=[O:17])[NH:4][C:5]2[C:10]([C:11]=1[C:12]([O:14][CH2:15][CH3:16])=[O:13])=[CH:9][CH:8]=[CH:7][CH:6]=2.C(=O)([O-])[O-].[Cs+].[Cs+].Br[CH2:25][CH:26]([CH3:28])[CH3:27].